The task is: Predict the reactants needed to synthesize the given product.. This data is from Full USPTO retrosynthesis dataset with 1.9M reactions from patents (1976-2016). (1) Given the product [C:12]([C:11]1[CH:14]=[CH:15][C:8]([C:6]2[CH:5]=[C:4]([N:17]3[CH2:18][CH2:19][CH2:20][CH2:21][CH2:22]3)[N:3]=[C:2]([NH:1][C:23](=[O:25])[CH3:24])[N:7]=2)=[CH:9][C:10]=1[F:16])#[N:13], predict the reactants needed to synthesize it. The reactants are: [NH2:1][C:2]1[N:7]=[C:6]([C:8]2[CH:15]=[CH:14][C:11]([C:12]#[N:13])=[C:10]([F:16])[CH:9]=2)[CH:5]=[C:4]([N:17]2[CH2:22][CH2:21][CH2:20][CH2:19][CH2:18]2)[N:3]=1.[C:23](OC(=O)C)(=[O:25])[CH3:24]. (2) Given the product [O:1]=[C:2]1[CH:7]=[C:6]([C:8]([OH:10])=[O:9])[CH:5]=[CH:4][N:3]1[CH:12]([C:14]1[CH:19]=[CH:18][CH:17]=[CH:16][CH:15]=1)[CH3:13], predict the reactants needed to synthesize it. The reactants are: [O:1]=[C:2]1[CH:7]=[C:6]([C:8]([O:10]C)=[O:9])[CH:5]=[CH:4][N:3]1[CH:12]([C:14]1[CH:19]=[CH:18][CH:17]=[CH:16][CH:15]=1)[CH3:13].O.[OH-].[Li+].O1CCCC1.Cl. (3) Given the product [C:22]([O:26][C:27]([NH:29][C:30]1[O:38][C:37]2[C:32](=[N:33][CH:34]=[CH:35][CH:36]=2)[C:31]=1[C:39]([NH:1][C:2]1[CH:3]=[N:4][CH:5]=[CH:6][C:7]=1[N:8]1[CH2:13][CH2:12][CH2:11][C@H:10]([NH:14][C:15](=[O:21])[O:16][C:17]([CH3:18])([CH3:20])[CH3:19])[CH2:9]1)=[O:40])=[O:28])([CH3:25])([CH3:23])[CH3:24], predict the reactants needed to synthesize it. The reactants are: [NH2:1][C:2]1[CH:3]=[N:4][CH:5]=[CH:6][C:7]=1[N:8]1[CH2:13][CH2:12][CH2:11][C@H:10]([NH:14][C:15](=[O:21])[O:16][C:17]([CH3:20])([CH3:19])[CH3:18])[CH2:9]1.[C:22]([O:26][C:27]([NH:29][C:30]1[O:38][C:37]2[C:32](=[N:33][CH:34]=[CH:35][CH:36]=2)[C:31]=1[C:39](O)=[O:40])=[O:28])([CH3:25])([CH3:24])[CH3:23].CN(C(ON1N=NC2C=CC=NC1=2)=[N+](C)C)C.F[P-](F)(F)(F)(F)F.CCN(C(C)C)C(C)C. (4) Given the product [Br:1][C:2]1[S:6][C:5]([C:7]([C:10]2[CH:15]=[CH:14][CH:13]=[C:12]([Cl:16])[CH:11]=2)([O:9][Si:23]([CH3:25])([CH3:24])[CH3:22])[CH3:8])=[CH:4][CH:3]=1, predict the reactants needed to synthesize it. The reactants are: [Br:1][C:2]1[S:6][C:5]([C:7]([C:10]2[CH:15]=[CH:14][CH:13]=[C:12]([Cl:16])[CH:11]=2)([OH:9])[CH3:8])=[CH:4][CH:3]=1.N1C=CN=C1.[CH3:22][Si:23](Cl)([CH3:25])[CH3:24].C([O-])(O)=O.[Na+]. (5) Given the product [CH3:20][C:21]1[C:22]([CH2:27][N:28]([CH2:35][C:36]2[C:41]([CH3:42])=[CH:40][CH:39]=[CH:38][N:37]=2)[CH:29]2[CH2:34][CH2:33][N:32]([C:11]([C:7]3[CH:6]=[C:5]4[C:10](=[CH:9][CH:8]=3)[N:1]=[CH:2][CH:3]=[CH:4]4)=[O:13])[CH2:31][CH2:30]2)=[N:23][CH:24]=[CH:25][CH:26]=1, predict the reactants needed to synthesize it. The reactants are: [N:1]1[C:10]2[C:5](=[CH:6][C:7]([C:11]([OH:13])=O)=[CH:8][CH:9]=2)[CH:4]=[CH:3][CH:2]=1.C(Cl)(=O)C(Cl)=O.[CH3:20][C:21]1[C:22]([CH2:27][N:28]([CH2:35][C:36]2[C:41]([CH3:42])=[CH:40][CH:39]=[CH:38][N:37]=2)[CH:29]2[CH2:34][CH2:33][NH:32][CH2:31][CH2:30]2)=[N:23][CH:24]=[CH:25][CH:26]=1.CCN(C(C)C)C(C)C. (6) Given the product [CH2:1]([N:8]1[C:20]2[CH:19]=[N:18][C:17]([CH2:21][OH:22])=[CH:16][C:15]=2[C:14]2[C:9]1=[CH:10][CH:11]=[CH:12][CH:13]=2)[C:2]1[CH:7]=[CH:6][CH:5]=[CH:4][CH:3]=1, predict the reactants needed to synthesize it. The reactants are: [CH2:1]([N:8]1[C:20]2[CH:19]=[N:18][C:17]([C:21](OCC)=[O:22])=[CH:16][C:15]=2[C:14]2[C:9]1=[CH:10][CH:11]=[CH:12][CH:13]=2)[C:2]1[CH:7]=[CH:6][CH:5]=[CH:4][CH:3]=1.[H-].[H-].[H-].[H-].[Li+].[Al+3].[OH-].[Na+]. (7) Given the product [Br:1][C:2]1[CH:3]=[C:4]([CH:9]=[C:10]([Br:14])[C:11]=1[CH2:12][O:13][C:24]([NH:23][C:17]1[C:18]([Cl:22])=[CH:19][CH:20]=[CH:21][C:16]=1[Cl:15])=[O:25])[C:5]([O:7][CH3:8])=[O:6], predict the reactants needed to synthesize it. The reactants are: [Br:1][C:2]1[CH:3]=[C:4]([CH:9]=[C:10]([Br:14])[C:11]=1[CH2:12][OH:13])[C:5]([O:7][CH3:8])=[O:6].[Cl:15][C:16]1[CH:21]=[CH:20][CH:19]=[C:18]([Cl:22])[C:17]=1[N:23]=[C:24]=[O:25]. (8) Given the product [Cl:13][C:10]1[C:9]2[C:4](=[CH:5][CH:6]=[C:7]([O:14][CH3:15])[CH:8]=2)[N:3]=[C:2]([O:17][CH3:16])[C:11]=1[F:12], predict the reactants needed to synthesize it. The reactants are: Cl[C:2]1[C:11]([F:12])=[C:10]([Cl:13])[C:9]2[C:4](=[CH:5][CH:6]=[C:7]([O:14][CH3:15])[CH:8]=2)[N:3]=1.[CH3:16][O-:17].[Na+]. (9) Given the product [ClH:11].[N+:1]([C:4]1[CH:10]=[CH:9][C:7]([N:8]2[CH2:12][CH2:13][CH2:14][C:15]2=[NH:16])=[CH:6][CH:5]=1)([O-:3])=[O:2], predict the reactants needed to synthesize it. The reactants are: [N+:1]([C:4]1[CH:10]=[CH:9][C:7]([NH2:8])=[CH:6][CH:5]=1)([O-:3])=[O:2].[Cl:11][CH2:12][CH2:13][CH2:14][C:15]#[N:16].